This data is from Catalyst prediction with 721,799 reactions and 888 catalyst types from USPTO. The task is: Predict which catalyst facilitates the given reaction. (1) Reactant: [CH3:1][C:2]1[CH:11]=[CH:10][C:5]2[NH:6][CH2:7][CH2:8][O:9][C:4]=2[CH:3]=1.[Cl:12][C:13]1[CH:14]=[C:15]([CH:19]=[C:20]([Cl:23])[C:21]=1[OH:22])[C:16](Cl)=[O:17]. Product: [Cl:12][C:13]1[CH:14]=[C:15]([C:16]([N:6]2[C:5]3[CH:10]=[CH:11][C:2]([CH3:1])=[CH:3][C:4]=3[O:9][CH2:8][CH2:7]2)=[O:17])[CH:19]=[C:20]([Cl:23])[C:21]=1[OH:22]. The catalyst class is: 13. (2) The catalyst class is: 2. Reactant: [C:1]([O:5][C:6](=[O:12])[CH2:7][NH:8][CH:9]([CH3:11])[CH3:10])([CH3:4])([CH3:3])[CH3:2].C(N(CC)CC)C.[C:20]1([S:26](Cl)(=[O:28])=[O:27])[CH:25]=[CH:24][CH:23]=[CH:22][CH:21]=1. Product: [C:1]([O:5][C:6](=[O:12])[CH2:7][N:8]([S:26]([C:20]1[CH:25]=[CH:24][CH:23]=[CH:22][CH:21]=1)(=[O:28])=[O:27])[CH:9]([CH3:10])[CH3:11])([CH3:4])([CH3:3])[CH3:2]. (3) Reactant: [C:1]([C:3]1[CH:4]=[C:5](B(O)O)[CH:6]=[N:7][CH:8]=1)#[N:2].C(=O)([O-])[O-].[Na+].[Na+].C(OC([N:25]([C:33]1[S:34][CH2:35][C@@H:36]2[CH2:41][CH2:40][CH2:39][C@:37]2([C:42]2[CH:47]=[C:46](Br)[CH:45]=[CH:44][C:43]=2[F:49])[N:38]=1)C(OC(C)(C)C)=O)=O)(C)(C)C.O. Product: [NH2:25][C:33]1[S:34][CH2:35][C@@H:36]2[CH2:41][CH2:40][CH2:39][C@:37]2([C:42]2[CH:47]=[C:46]([C:5]3[CH:6]=[N:7][CH:8]=[C:3]([CH:4]=3)[C:1]#[N:2])[CH:45]=[CH:44][C:43]=2[F:49])[N:38]=1. The catalyst class is: 128. (4) Reactant: [NH2:1][CH:2]([C@H:4]1[C@@H:8]2[C@@H:9]3[C@@:22]([CH3:25])([CH2:23][CH2:24][C@@:7]2([NH:40][CH2:41][CH2:42][N:43]2[CH2:48][CH2:47][S:46](=[O:50])(=[O:49])[CH2:45][CH2:44]2)[CH2:6][CH2:5]1)[C@@:21]1([CH3:26])[C@@H:12]([C@:13]2([CH3:39])[C@@H:18]([CH2:19][CH2:20]1)[C:17]([CH3:28])([CH3:27])[C:16]([C:29]1[CH:38]=[CH:37][C:32]([C:33]([O:35][CH3:36])=[O:34])=[CH:31][CH:30]=1)=[CH:15][CH2:14]2)[CH2:11][CH2:10]3)[CH3:3].Cl[CH2:52][CH2:53][CH2:54][C:55](Cl)=[O:56].C(C1C=C(C)C=C(C(C)(C)C)N=1)(C)(C)C.[H-].[Na+]. Product: [O:49]=[S:46]1(=[O:50])[CH2:45][CH2:44][N:43]([CH2:42][CH2:41][NH:40][C@:7]23[CH2:6][CH2:5][C@@H:4]([CH:2]([N:1]4[CH2:52][CH2:53][CH2:54][C:55]4=[O:56])[CH3:3])[C@@H:8]2[C@@H:9]2[C@@:22]([CH3:25])([CH2:23][CH2:24]3)[C@@:21]3([CH3:26])[C@@H:12]([C@:13]4([CH3:39])[C@@H:18]([CH2:19][CH2:20]3)[C:17]([CH3:27])([CH3:28])[C:16]([C:29]3[CH:30]=[CH:31][C:32]([C:33]([O:35][CH3:36])=[O:34])=[CH:37][CH:38]=3)=[CH:15][CH2:14]4)[CH2:11][CH2:10]2)[CH2:48][CH2:47]1. The catalyst class is: 880.